Dataset: Full USPTO retrosynthesis dataset with 1.9M reactions from patents (1976-2016). Task: Predict the reactants needed to synthesize the given product. (1) Given the product [CH3:22][C:19]1[N:18]=[CH:17][C:16]([C:14](=[O:15])[CH2:13][N:12]2[C:4]3=[N:3][C:2]([N:32]4[CH2:33][C@@H:28]5[CH2:34][C@H:31]4[CH2:30][O:29]5)=[CH:7][C:6](=[O:8])[N:5]3[CH2:9][CH2:10][C@H:11]2[C:23]([F:26])([F:25])[F:24])=[CH:21][CH:20]=1, predict the reactants needed to synthesize it. The reactants are: Cl[C:2]1[N:3]=[C:4]2[N:12]([CH2:13][C:14]([C:16]3[CH:17]=[N:18][C:19]([CH3:22])=[CH:20][CH:21]=3)=[O:15])[C@H:11]([C:23]([F:26])([F:25])[F:24])[CH2:10][CH2:9][N:5]2[C:6](=[O:8])[CH:7]=1.Cl.[C@H:28]12[CH2:34][C@H:31]([NH:32][CH2:33]1)[CH2:30][O:29]2.C(N(CC)CC)C. (2) The reactants are: [S:1]1[CH:5]=[C:4]([CH2:6][NH:7][C@@H:8]([CH3:16])[CH:9]([O:13][CH2:14][CH3:15])[O:10][CH2:11][CH3:12])[C:3]2[CH:17]=[CH:18][CH:19]=[CH:20][C:2]1=2.[NH:21]([C:49]([O:51][CH2:52][CH:53]1[C:65]2[C:60](=[CH:61][CH:62]=[CH:63][CH:64]=2)[C:59]2[C:54]1=[CH:55][CH:56]=[CH:57][CH:58]=2)=[O:50])[C@H:22]([C:46](O)=[O:47])[CH2:23][C:24](=[O:45])[NH:25][C:26]([C:39]1[CH:44]=[CH:43][CH:42]=[CH:41][CH:40]=1)([C:33]1[CH:38]=[CH:37][CH:36]=[CH:35][CH:34]=1)[C:27]1[CH:32]=[CH:31][CH:30]=[CH:29][CH:28]=1.CN(C(ON1N=NC2C=CC=NC1=2)=[N+](C)C)C.F[P-](F)(F)(F)(F)F.CCN(C(C)C)C(C)C. Given the product [S:1]1[CH:5]=[C:4]([CH2:6][N:7]([C@@H:8]([CH3:16])[CH:9]([O:10][CH2:11][CH3:12])[O:13][CH2:14][CH3:15])[C:46](=[O:47])[C@@H:22]([NH:21][C:49](=[O:50])[O:51][CH2:52][CH:53]2[C:65]3[CH:64]=[CH:63][CH:62]=[CH:61][C:60]=3[C:59]3[C:54]2=[CH:55][CH:56]=[CH:57][CH:58]=3)[CH2:23][C:24](=[O:45])[NH:25][C:26]([C:33]2[CH:38]=[CH:37][CH:36]=[CH:35][CH:34]=2)([C:39]2[CH:44]=[CH:43][CH:42]=[CH:41][CH:40]=2)[C:27]2[CH:32]=[CH:31][CH:30]=[CH:29][CH:28]=2)[C:3]2[CH:17]=[CH:18][CH:19]=[CH:20][C:2]1=2, predict the reactants needed to synthesize it. (3) Given the product [CH3:1][O:25][C:24]([C:18]1([C:12]2[CH:13]=[CH:14][CH:15]=[CH:16][CH:17]=2)[CH2:19][CH2:20][NH:21][CH2:22][CH2:23]1)=[O:26], predict the reactants needed to synthesize it. The reactants are: [C:1]1(C)C=CC(S(O)(=O)=O)=CC=1.[C:12]1([C:18]2([C:24]([OH:26])=[O:25])[CH2:23][CH2:22][NH:21][CH2:20][CH2:19]2)[CH:17]=[CH:16][CH:15]=[CH:14][CH:13]=1.S(=O)(=O)(O)O. (4) Given the product [ClH:24].[N:1]12[CH2:8][CH2:7][CH:4]([CH2:5][CH2:6]1)[CH:3]([O:9][C:10]1[CH:11]=[CH:12][C:13]([S:16][C:17]3[CH:22]=[CH:21][C:20]([OH:23])=[CH:19][CH:18]=3)=[CH:14][CH:15]=1)[CH2:2]2, predict the reactants needed to synthesize it. The reactants are: [N:1]12[CH2:8][CH2:7][CH:4]([CH2:5][CH2:6]1)[CH:3]([O:9][C:10]1[CH:15]=[CH:14][C:13]([S:16][C:17]3[CH:22]=[CH:21][C:20]([OH:23])=[CH:19][CH:18]=3)=[CH:12][CH:11]=1)[CH2:2]2.[ClH:24].O1CCOCC1. (5) Given the product [C:1]([NH:4][C:5]1[S:9][C:8]2[C:10]([O:15][CH2:16][CH2:17][N:18]([CH2:21][CH3:22])[CH2:19][CH3:20])=[C:11]([C:33]3[CH:34]=[CH:35][C:30]([O:29][CH3:28])=[CH:31][CH:32]=3)[CH:12]=[CH:13][C:7]=2[C:6]=1[C:23]([O:25][CH2:26][CH3:27])=[O:24])(=[O:3])[CH3:2], predict the reactants needed to synthesize it. The reactants are: [C:1]([NH:4][C:5]1[S:9][C:8]2[C:10]([O:15][CH2:16][CH2:17][N:18]([CH2:21][CH3:22])[CH2:19][CH3:20])=[C:11](Br)[CH:12]=[CH:13][C:7]=2[C:6]=1[C:23]([O:25][CH2:26][CH3:27])=[O:24])(=[O:3])[CH3:2].[CH3:28][O:29][C:30]1[CH:35]=[CH:34][C:33](B(O)O)=[CH:32][CH:31]=1.P([O-])([O-])([O-])=O.[K+].[K+].[K+].